Dataset: Catalyst prediction with 721,799 reactions and 888 catalyst types from USPTO. Task: Predict which catalyst facilitates the given reaction. (1) Reactant: [Cl:1][CH2:2][CH2:3][CH2:4][CH:5]([C:26]1[CH:31]=[CH:30][C:29]([C:32]([F:35])([F:34])[F:33])=[CH:28][CH:27]=1)[C:6]([NH:8][NH:9][C:10](=[O:25])[C:11]1[CH:16]=[CH:15][C:14]([C:17]2[O:21][C:20]([CH3:22])=[N:19][CH:18]=2)=[C:13]([O:23][CH3:24])[CH:12]=1)=O.C(Cl)(Cl)(Cl)Cl.C1(P(C2C=CC=CC=2)C2C=CC=CC=2)C=CC=CC=1. Product: [Cl:1][CH2:2][CH2:3][CH2:4][CH:5]([C:6]1[O:25][C:10]([C:11]2[CH:16]=[CH:15][C:14]([C:17]3[O:21][C:20]([CH3:22])=[N:19][CH:18]=3)=[C:13]([O:23][CH3:24])[CH:12]=2)=[N:9][N:8]=1)[C:26]1[CH:31]=[CH:30][C:29]([C:32]([F:34])([F:35])[F:33])=[CH:28][CH:27]=1. The catalyst class is: 10. (2) Reactant: [N:1]1([CH2:10][C:11]([O:13]C(C)(C)C)=[O:12])[C:9]2[C:4](=[N:5][CH:6]=[CH:7][CH:8]=2)[CH:3]=[N:2]1. Product: [N:1]1([CH2:10][C:11]([OH:13])=[O:12])[C:9]2[C:4](=[N:5][CH:6]=[CH:7][CH:8]=2)[CH:3]=[N:2]1. The catalyst class is: 33. (3) Reactant: [CH2:1]1[CH2:5][CH:4]([C:6]([OH:8])=[O:7])[CH:3]([C:9]([OH:11])=O)[CH2:2]1.C1C=NC2N(O)N=NC=2C=1.C(Cl)CCl.CN1CCOCC1.[C@H:33]1([NH2:43])[C:42]2[C:37](=[CH:38][CH:39]=[CH:40][CH:41]=2)[CH2:36][CH2:35][CH2:34]1. Product: [C@H:33]1([NH:43][C:9]([C@H:3]2[CH2:2][CH2:1][CH2:5][C@@H:4]2[C:6]([OH:8])=[O:7])=[O:11])[C:42]2[C:37](=[CH:38][CH:39]=[CH:40][CH:41]=2)[CH2:36][CH2:35][CH2:34]1. The catalyst class is: 3.